From a dataset of Reaction yield outcomes from USPTO patents with 853,638 reactions. Predict the reaction yield, written as a fraction of the theoretical maximum amount of product (1.0 means a 100% yield; for example, 0.34 means a 34% yield). (1) The reactants are O=S(Cl)Cl.[CH:5]1([C:15]([OH:17])=O)[C:14]2[C:9](=[CH:10][CH:11]=[CH:12][CH:13]=2)[CH2:8][CH2:7][CH2:6]1.[CH3:18][O:19][C:20]1[CH:25]=[CH:24][C:23]([NH:26][CH3:27])=[CH:22][CH:21]=1. The catalyst is C(Cl)Cl. The product is [CH3:18][O:19][C:20]1[CH:25]=[CH:24][C:23]([N:26]([CH3:27])[C:15]([CH:5]2[C:14]3[C:9](=[CH:10][CH:11]=[CH:12][CH:13]=3)[CH2:8][CH2:7][CH2:6]2)=[O:17])=[CH:22][CH:21]=1. The yield is 0.630. (2) The reactants are [CH3:1][C:2]1[C:3]([C:11]2[S:15][C:14]([C:16]([OH:18])=O)=[CH:13][CH:12]=2)=[N:4][O:5][C:6]=1[C:7]([F:10])([F:9])[F:8].[OH:19][CH:20]1[CH2:25][CH2:24][NH:23][CH2:22][CH2:21]1. No catalyst specified. The product is [OH:19][CH:20]1[CH2:25][CH2:24][N:23]([C:16]([C:14]2[S:15][C:11]([C:3]3[C:2]([CH3:1])=[C:6]([C:7]([F:8])([F:9])[F:10])[O:5][N:4]=3)=[CH:12][CH:13]=2)=[O:18])[CH2:22][CH2:21]1. The yield is 0.780. (3) The reactants are Br[C:2]1[CH:7]=[CH:6][C:5]([C@@H:8]([N:10]2[CH2:15][CH2:14][C@@:13]([C:20]3[CH:25]=[CH:24][C:23]([F:26])=[CH:22][CH:21]=3)([CH2:16][CH2:17][CH2:18][OH:19])[O:12][C:11]2=[O:27])[CH3:9])=[CH:4][CH:3]=1.[NH2:28][C:29]1[N:34]=[CH:33][C:32](B(O)O)=[CH:31][CH:30]=1.C([O-])([O-])=O.[Cs+].[Cs+]. The catalyst is O1CCOCC1.Cl[Pd](Cl)([P](C1C=CC=CC=1)(C1C=CC=CC=1)C1C=CC=CC=1)[P](C1C=CC=CC=1)(C1C=CC=CC=1)C1C=CC=CC=1. The product is [NH2:28][C:29]1[N:34]=[CH:33][C:32]([C:2]2[CH:3]=[CH:4][C:5]([C@@H:8]([N:10]3[CH2:15][CH2:14][C@@:13]([C:20]4[CH:25]=[CH:24][C:23]([F:26])=[CH:22][CH:21]=4)([CH2:16][CH2:17][CH2:18][OH:19])[O:12][C:11]3=[O:27])[CH3:9])=[CH:6][CH:7]=2)=[CH:31][CH:30]=1. The yield is 0.740. (4) The reactants are [CH3:1][O:2][C:3]([C:5]1([C:8]2[CH:13]=[CH:12][C:11]([OH:14])=[C:10]([OH:15])[CH:9]=2)[CH2:7][CH2:6]1)=[O:4].CC1C=[CH:19][C:20](S(O)(=O)=O)=[CH:21][CH:22]=1.C1(=O)CCC1. The catalyst is C1(C)C=CC=CC=1. The product is [C:19]12([O:14][C:11]3[CH:12]=[CH:13][C:8]([C:5]4([C:3]([O:2][CH3:1])=[O:4])[CH2:7][CH2:6]4)=[CH:9][C:10]=3[O:15]1)[CH2:20][CH2:21][CH2:22]2. The yield is 0.500.